Dataset: Forward reaction prediction with 1.9M reactions from USPTO patents (1976-2016). Task: Predict the product of the given reaction. (1) The product is: [Cl:40][C:22]1[C:23]([NH:25][C:26]2[CH:31]=[CH:30][C:29]([N:32]3[CH2:33][CH2:34][O:35][CH2:36][CH2:37]3)=[CH:28][C:27]=2[O:38][CH3:39])=[N:24][C:19]([NH:1][C:2]2[C:15]([O:16][CH3:17])=[CH:14][C:5]3[NH:6][C:7](=[O:13])[CH2:8][CH2:9][C:10]([CH3:12])([CH3:11])[C:4]=3[CH:3]=2)=[N:20][CH:21]=1. Given the reactants [NH2:1][C:2]1[C:15]([O:16][CH3:17])=[CH:14][C:5]2[NH:6][C:7](=[O:13])[CH2:8][CH2:9][C:10]([CH3:12])([CH3:11])[C:4]=2[CH:3]=1.Cl[C:19]1[N:24]=[C:23]([NH:25][C:26]2[CH:31]=[CH:30][C:29]([N:32]3[CH2:37][CH2:36][O:35][CH2:34][CH2:33]3)=[CH:28][C:27]=2[O:38][CH3:39])[C:22]([Cl:40])=[CH:21][N:20]=1.C12(CS(O)(=O)=O)C(C)(C)C(CC1)CC2=O.CC[NH+](CC)CC.CC[NH+](CC)CC.C([O-])([O-])=O, predict the reaction product. (2) Given the reactants [NH:1]([S:8]([CH2:11][CH2:12][CH2:13][CH2:14][CH2:15][C:16]([O:18]CC)=O)(=[O:10])=[O:9])[C:2]1[CH:7]=[CH:6][CH:5]=[CH:4][CH:3]=1.Cl.[NH2:22][OH:23].C[O-].[Na+], predict the reaction product. The product is: [NH:1]([S:8]([CH2:11][CH2:12][CH2:13][CH2:14][CH2:15][C:16]([NH:22][OH:23])=[O:18])(=[O:10])=[O:9])[C:2]1[CH:7]=[CH:6][CH:5]=[CH:4][CH:3]=1. (3) Given the reactants [C:1]([O:5][C:6]([N:8]([CH2:13][C:14]([O:16][C:17]([CH3:20])([CH3:19])[CH3:18])=[O:15])[CH2:9][C:10]([OH:12])=O)=[O:7])([CH3:4])([CH3:3])[CH3:2].[NH2:21][CH2:22][C@H:23]1[O:27][N:26]=[C:25]([C:28]2[N:33]=[CH:32][C:31]([C:34]3[CH:39]=[CH:38][C:37]([N:40]4[CH2:44][C@H:43]([CH2:45][N:46]5[CH:50]=[CH:49][N:48]=[N:47]5)[O:42][C:41]4=[O:51])=[CH:36][C:35]=3[F:52])=[CH:30][CH:29]=2)[CH2:24]1.Cl.CN(C)CCCN=C=NCC.CN(C=O)C, predict the reaction product. The product is: [C:1]([O:5][C:6]([N:8]([CH2:9][C:10]([NH:21][CH2:22][C@H:23]1[O:27][N:26]=[C:25]([C:28]2[CH:29]=[CH:30][C:31]([C:34]3[CH:39]=[CH:38][C:37]([N:40]4[CH2:44][C@H:43]([CH2:45][N:46]5[CH:50]=[CH:49][N:48]=[N:47]5)[O:42][C:41]4=[O:51])=[CH:36][C:35]=3[F:52])=[CH:32][N:33]=2)[CH2:24]1)=[O:12])[CH2:13][C:14]([O:16][C:17]([CH3:20])([CH3:19])[CH3:18])=[O:15])=[O:7])([CH3:2])([CH3:3])[CH3:4]. (4) The product is: [Br:1][C:2]1[C:7]([CH3:8])=[CH:6][CH:5]=[CH:4][C:3]=1[C@H:9]([N:11]1[C:15]2[CH:16]=[C:17]([F:42])[C:18]([S:20]([NH:23][C:24]3[CH:29]=[CH:28][CH:27]=[C:26]([F:30])[N:25]=3)(=[O:21])=[O:22])=[CH:19][C:14]=2[O:13][C:12]1=[O:43])[CH3:10]. Given the reactants [Br:1][C:2]1[C:7]([CH3:8])=[CH:6][CH:5]=[CH:4][C:3]=1[C@H:9]([N:11]1[C:15]2[CH:16]=[C:17]([F:42])[C:18]([S:20]([N:23](CC3C=CC(OC)=CC=3OC)[C:24]3[CH:29]=[CH:28][CH:27]=[C:26]([F:30])[N:25]=3)(=[O:22])=[O:21])=[CH:19][C:14]=2[O:13][C:12]1=[O:43])[CH3:10].C(O)(C(F)(F)F)=O, predict the reaction product. (5) Given the reactants C[C@@H]1N([C:8]2[O:9][C:10]3[C:11](=[C:13]([C:17]([OH:19])=O)[CH:14]=[CH:15][CH:16]=3)[N:12]=2)[C@@H](C)COC1.Cl.Cl.C[N:24]1C2CCC1CC(N)C2, predict the reaction product. The product is: [O:9]1[C:10]2=[CH:16][CH:15]=[CH:14][C:13]([C:17]([NH2:24])=[O:19])=[C:11]2[N:12]=[CH:8]1. (6) Given the reactants CC(C)([O-])C.[K+].C1OCCOCCOCCOCCOCCOC1.[NH:25]1[CH:29]=[CH:28][CH:27]=[N:26]1.[Br:30][C:31]1[C:40]([CH2:41]Br)=[CH:39][C:38]2[C:37]([CH3:44])([CH3:43])[CH2:36][CH2:35][C:34]([CH3:46])([CH3:45])[C:33]=2[CH:32]=1, predict the reaction product. The product is: [Br:30][C:31]1[C:40]([CH2:41][N:25]2[CH:29]=[CH:28][CH:27]=[N:26]2)=[CH:39][C:38]2[C:37]([CH3:44])([CH3:43])[CH2:36][CH2:35][C:34]([CH3:46])([CH3:45])[C:33]=2[CH:32]=1. (7) Given the reactants [SH:1][C:2]1[CH:7]=[CH:6][CH:5]=[CH:4][N:3]=1.[OH-].[Li+].[I-].[Na+].[C:12]([C:16]1[N:21]=[C:20]([N:22]2[CH2:27][CH2:26][N:25]([CH2:28][CH2:29][CH2:30][Cl:31])[CH2:24][CH2:23]2)[CH:19]=[C:18]([CH:32]2[CH2:35][CH2:34][CH2:33]2)[N:17]=1)([CH3:15])([CH3:14])[CH3:13], predict the reaction product. The product is: [ClH:31].[C:12]([C:16]1[N:17]=[C:18]([CH:32]2[CH2:33][CH2:34][CH2:35]2)[CH:19]=[C:20]([N:22]2[CH2:27][CH2:26][N:25]([CH2:28][CH2:29][CH2:30][S:1][C:2]3[CH:7]=[CH:6][CH:5]=[CH:4][N:3]=3)[CH2:24][CH2:23]2)[N:21]=1)([CH3:15])([CH3:13])[CH3:14]. (8) Given the reactants C[O:2][C:3]([C:5]1[CH:25]=[CH:24][C:8]2[N:9]([CH3:23])[C:10]([NH:12][C:13]3[S:14][C:15]4[CH:21]=[CH:20][C:19]([F:22])=[CH:18][C:16]=4[N:17]=3)=[N:11][C:7]=2[CH:6]=1)=[O:4].[Li+].[OH-], predict the reaction product. The product is: [F:22][C:19]1[CH:20]=[CH:21][C:15]2[S:14][C:13]([NH:12][C:10]3[N:9]([CH3:23])[C:8]4[CH:24]=[CH:25][C:5]([C:3]([OH:4])=[O:2])=[CH:6][C:7]=4[N:11]=3)=[N:17][C:16]=2[CH:18]=1. (9) Given the reactants [OH:1][NH:2][C:3](=O)[CH3:4].C[C:7]([O-])([CH3:9])[CH3:8].[K+].[C:12](O[Na])([CH3:15])(C)C.C(O[K])CCC.C[N:25]1C(=O)CCC1, predict the reaction product. The product is: [NH2:25][C:3]1[C:4]2[CH:12]=[CH:15][CH:8]=[CH:7][C:9]=2[O:1][N:2]=1.